From a dataset of CYP2C19 inhibition data for predicting drug metabolism from PubChem BioAssay. Regression/Classification. Given a drug SMILES string, predict its absorption, distribution, metabolism, or excretion properties. Task type varies by dataset: regression for continuous measurements (e.g., permeability, clearance, half-life) or binary classification for categorical outcomes (e.g., BBB penetration, CYP inhibition). Dataset: cyp2c19_veith. The compound is Cc1nc2ncnn2c(C)c1CCC(=O)N1CCN(C(=O)c2ccco2)CC1. The result is 0 (non-inhibitor).